This data is from NCI-60 drug combinations with 297,098 pairs across 59 cell lines. The task is: Regression. Given two drug SMILES strings and cell line genomic features, predict the synergy score measuring deviation from expected non-interaction effect. (1) Drug 1: CC12CCC3C(C1CCC2=O)CC(=C)C4=CC(=O)C=CC34C. Drug 2: CN(CCCl)CCCl.Cl. Cell line: MOLT-4. Synergy scores: CSS=76.8, Synergy_ZIP=-0.178, Synergy_Bliss=0.283, Synergy_Loewe=-9.76, Synergy_HSA=0.177. (2) Synergy scores: CSS=3.47, Synergy_ZIP=-5.33, Synergy_Bliss=-1.64, Synergy_Loewe=-0.702, Synergy_HSA=-1.64. Cell line: NCI-H460. Drug 2: CS(=O)(=O)OCCCCOS(=O)(=O)C. Drug 1: CN1C2=C(C=C(C=C2)N(CCCl)CCCl)N=C1CCCC(=O)O.Cl. (3) Drug 1: C1CCC(CC1)NC(=O)N(CCCl)N=O. Drug 2: CCCS(=O)(=O)NC1=C(C(=C(C=C1)F)C(=O)C2=CNC3=C2C=C(C=N3)C4=CC=C(C=C4)Cl)F. Cell line: SK-MEL-28. Synergy scores: CSS=37.8, Synergy_ZIP=-4.58, Synergy_Bliss=-1.39, Synergy_Loewe=-26.5, Synergy_HSA=0.174. (4) Synergy scores: CSS=9.07, Synergy_ZIP=-2.09, Synergy_Bliss=-0.137, Synergy_Loewe=-1.18, Synergy_HSA=-1.17. Drug 1: C(=O)(N)NO. Cell line: UACC62. Drug 2: CS(=O)(=O)OCCCCOS(=O)(=O)C. (5) Synergy scores: CSS=43.4, Synergy_ZIP=0.330, Synergy_Bliss=0.126, Synergy_Loewe=-1.56, Synergy_HSA=3.60. Drug 2: CC1C(C(CC(O1)OC2CC(CC3=C2C(=C4C(=C3O)C(=O)C5=CC=CC=C5C4=O)O)(C(=O)C)O)N)O. Drug 1: CS(=O)(=O)C1=CC(=C(C=C1)C(=O)NC2=CC(=C(C=C2)Cl)C3=CC=CC=N3)Cl. Cell line: U251. (6) Drug 1: C1CN1C2=NC(=NC(=N2)N3CC3)N4CC4. Drug 2: CC12CCC3C(C1CCC2OP(=O)(O)O)CCC4=C3C=CC(=C4)OC(=O)N(CCCl)CCCl.[Na+]. Cell line: A549. Synergy scores: CSS=39.0, Synergy_ZIP=-5.56, Synergy_Bliss=-4.63, Synergy_Loewe=-14.9, Synergy_HSA=-0.630. (7) Drug 1: C1C(C(OC1N2C=NC3=C(N=C(N=C32)Cl)N)CO)O. Drug 2: CCC1(C2=C(COC1=O)C(=O)N3CC4=CC5=C(C=CC(=C5CN(C)C)O)N=C4C3=C2)O.Cl. Cell line: HOP-92. Synergy scores: CSS=41.4, Synergy_ZIP=-13.6, Synergy_Bliss=-8.07, Synergy_Loewe=-4.20, Synergy_HSA=-2.65. (8) Drug 1: C1=NC2=C(N=C(N=C2N1C3C(C(C(O3)CO)O)F)Cl)N. Drug 2: CS(=O)(=O)CCNCC1=CC=C(O1)C2=CC3=C(C=C2)N=CN=C3NC4=CC(=C(C=C4)OCC5=CC(=CC=C5)F)Cl. Cell line: SR. Synergy scores: CSS=-12.1, Synergy_ZIP=5.94, Synergy_Bliss=2.55, Synergy_Loewe=-5.32, Synergy_HSA=-6.01. (9) Drug 2: C1CCC(C(C1)N)N.C(=O)(C(=O)[O-])[O-].[Pt+4]. Synergy scores: CSS=47.8, Synergy_ZIP=-8.92, Synergy_Bliss=-5.56, Synergy_Loewe=-11.4, Synergy_HSA=-3.46. Drug 1: CN(CC1=CN=C2C(=N1)C(=NC(=N2)N)N)C3=CC=C(C=C3)C(=O)NC(CCC(=O)O)C(=O)O. Cell line: SK-MEL-5. (10) Drug 1: C1C(C(OC1N2C=NC3=C(N=C(N=C32)Cl)N)CO)O. Drug 2: C(CC(=O)O)C(=O)CN.Cl. Cell line: SK-OV-3. Synergy scores: CSS=23.9, Synergy_ZIP=-4.55, Synergy_Bliss=0.459, Synergy_Loewe=-15.4, Synergy_HSA=-2.21.